This data is from Full USPTO retrosynthesis dataset with 1.9M reactions from patents (1976-2016). The task is: Predict the reactants needed to synthesize the given product. Given the product [C:1]([C:3]1[S:7][C:6]([N:31]([C:40]([O:42][C:43]([CH3:46])([CH3:45])[CH3:44])=[O:41])[NH:32][C:33]([O:35][C:36]([CH3:37])([CH3:38])[CH3:39])=[O:34])=[CH:5][CH:4]=1)#[N:2], predict the reactants needed to synthesize it. The reactants are: [C:1]([C:3]1[S:7][CH:6]=[C:5](N(C(OC(C)(C)C)=O)NC(OC(C)(C)C)=O)[CH:4]=1)#[N:2].C(C1SC([N:31]([C:40]([O:42][C:43]([CH3:46])([CH3:45])[CH3:44])=[O:41])[NH:32][C:33]([O:35][C:36]([CH3:39])([CH3:38])[CH3:37])=[O:34])=CC=1)=O.